This data is from HIV replication inhibition screening data with 41,000+ compounds from the AIDS Antiviral Screen. The task is: Binary Classification. Given a drug SMILES string, predict its activity (active/inactive) in a high-throughput screening assay against a specified biological target. (1) The molecule is Clc1cccc(Cl)c1C1CSc2ccccc2N=C1c1ccccc1. The result is 0 (inactive). (2) The molecule is COc1ccc2c(c1)CC1NC2Cc2ccccc21. The result is 0 (inactive). (3) The molecule is COc1cc(C=CC(=O)OCCc2ccccc2)ccc1O. The result is 0 (inactive). (4) The drug is CCOC(=O)C(O)(CC1=NC(C(=O)OC)(C(=O)OC)C(c2cccc(C=O)c2)O1)C(=O)OCC. The result is 0 (inactive).